From a dataset of NCI-60 drug combinations with 297,098 pairs across 59 cell lines. Regression. Given two drug SMILES strings and cell line genomic features, predict the synergy score measuring deviation from expected non-interaction effect. (1) Drug 1: C1CC(=O)NC(=O)C1N2CC3=C(C2=O)C=CC=C3N. Drug 2: CN(CCCl)CCCl.Cl. Cell line: DU-145. Synergy scores: CSS=14.6, Synergy_ZIP=-5.07, Synergy_Bliss=0.147, Synergy_Loewe=-10.3, Synergy_HSA=-0.633. (2) Drug 1: C1CCC(CC1)NC(=O)N(CCCl)N=O. Drug 2: CC12CCC3C(C1CCC2O)C(CC4=C3C=CC(=C4)O)CCCCCCCCCS(=O)CCCC(C(F)(F)F)(F)F. Cell line: UO-31. Synergy scores: CSS=6.98, Synergy_ZIP=-2.95, Synergy_Bliss=-1.51, Synergy_Loewe=-0.0418, Synergy_HSA=-0.0232. (3) Drug 1: C1CC(C1)(C(=O)O)C(=O)O.[NH2-].[NH2-].[Pt+2]. Drug 2: CC1CCCC2(C(O2)CC(NC(=O)CC(C(C(=O)C(C1O)C)(C)C)O)C(=CC3=CSC(=N3)C)C)C. Cell line: MDA-MB-231. Synergy scores: CSS=22.4, Synergy_ZIP=-5.88, Synergy_Bliss=-4.51, Synergy_Loewe=-15.1, Synergy_HSA=-3.07. (4) Drug 1: C1CC(=O)NC(=O)C1N2CC3=C(C2=O)C=CC=C3N. Drug 2: C1=CC(=CC=C1CCCC(=O)O)N(CCCl)CCCl. Cell line: SK-MEL-2. Synergy scores: CSS=11.5, Synergy_ZIP=1.55, Synergy_Bliss=6.48, Synergy_Loewe=2.89, Synergy_HSA=6.65. (5) Drug 1: C(CC(=O)O)C(=O)CN.Cl. Drug 2: CCC1(C2=C(COC1=O)C(=O)N3CC4=CC5=C(C=CC(=C5CN(C)C)O)N=C4C3=C2)O.Cl. Cell line: IGROV1. Synergy scores: CSS=22.1, Synergy_ZIP=-7.89, Synergy_Bliss=-2.73, Synergy_Loewe=-22.8, Synergy_HSA=-3.63. (6) Synergy scores: CSS=-4.89, Synergy_ZIP=5.50, Synergy_Bliss=2.69, Synergy_Loewe=-0.794, Synergy_HSA=-4.96. Drug 2: CCCCCOC(=O)NC1=NC(=O)N(C=C1F)C2C(C(C(O2)C)O)O. Cell line: KM12. Drug 1: C1CCN(CC1)CCOC2=CC=C(C=C2)C(=O)C3=C(SC4=C3C=CC(=C4)O)C5=CC=C(C=C5)O. (7) Cell line: SN12C. Drug 2: CCC1(C2=C(COC1=O)C(=O)N3CC4=CC5=C(C=CC(=C5CN(C)C)O)N=C4C3=C2)O.Cl. Synergy scores: CSS=-6.26, Synergy_ZIP=-1.62, Synergy_Bliss=-4.31, Synergy_Loewe=-60.1, Synergy_HSA=-16.0. Drug 1: CNC(=O)C1=NC=CC(=C1)OC2=CC=C(C=C2)NC(=O)NC3=CC(=C(C=C3)Cl)C(F)(F)F. (8) Drug 1: CC12CCC3C(C1CCC2=O)CC(=C)C4=CC(=O)C=CC34C. Drug 2: CN(C(=O)NC(C=O)C(C(C(CO)O)O)O)N=O. Cell line: OVCAR-4. Synergy scores: CSS=19.6, Synergy_ZIP=1.03, Synergy_Bliss=-0.599, Synergy_Loewe=-21.4, Synergy_HSA=-0.914. (9) Drug 1: CC12CCC3C(C1CCC2O)C(CC4=C3C=CC(=C4)O)CCCCCCCCCS(=O)CCCC(C(F)(F)F)(F)F. Drug 2: C1=CN(C=N1)CC(O)(P(=O)(O)O)P(=O)(O)O. Cell line: SK-MEL-28. Synergy scores: CSS=-5.22, Synergy_ZIP=5.27, Synergy_Bliss=7.65, Synergy_Loewe=0.0295, Synergy_HSA=-0.0689.